Dataset: Full USPTO retrosynthesis dataset with 1.9M reactions from patents (1976-2016). Task: Predict the reactants needed to synthesize the given product. (1) Given the product [Br:24][C:15]1[N:16]=[C:12]2[CH:11]=[CH:10][CH:9]=[C:8]([CH2:7][CH:4]3[CH2:5][CH2:6][O:1][CH2:2][CH2:3]3)[N:13]2[N:14]=1, predict the reactants needed to synthesize it. The reactants are: [O:1]1[CH2:6][CH2:5][CH:4]([CH2:7][C:8]2[N:13]3[N:14]=[C:15](N)[N:16]=[C:12]3[CH:11]=[CH:10][CH:9]=2)[CH2:3][CH2:2]1.N([O-])=O.[Na+].[OH-].[Na+].[BrH:24]. (2) Given the product [CH3:21][C:20]1[CH:19]=[CH:18][C:13]([C:14]([NH:16][CH3:17])=[O:15])=[CH:12][C:11]=1[C:9]1[C:8](=[O:22])[N:7]([CH3:23])[CH:6]2[C:2]([N:1]3[CH2:28][CH2:27][CH2:26][CH2:25][CH2:24]3)=[N:3][NH:4][CH:5]2[CH:10]=1, predict the reactants needed to synthesize it. The reactants are: [NH2:1][C:2]1[CH:6]2[N:7]([CH3:23])[C:8](=[O:22])[C:9]([C:11]3[CH:12]=[C:13]([CH:18]=[CH:19][C:20]=3[CH3:21])[C:14]([NH:16][CH3:17])=[O:15])=[CH:10][CH:5]2[NH:4][N:3]=1.[CH:24](=O)[CH2:25][CH2:26][CH2:27][CH:28]=O.C(O[BH-](OC(=O)C)OC(=O)C)(=O)C.[Na+].C(O)(=O)C. (3) Given the product [CH3:15][O:14][C:10]1[CH:9]=[C:8]([CH2:7][CH:6]2[NH:5][C:3](=[O:4])[CH2:2][NH:1][C:16]2=[O:18])[CH:13]=[CH:12][N:11]=1, predict the reactants needed to synthesize it. The reactants are: [NH2:1][CH2:2][C:3]([NH:5][C@H:6]([C:16]([O:18]CC)=O)[CH2:7][C:8]1[CH:13]=[CH:12][N:11]=[C:10]([O:14][CH3:15])[CH:9]=1)=[O:4].C(N(CC)C(C)C)(C)C. (4) Given the product [C:1]([N:4]1[C:13]2[C:8](=[CH:9][C:10]([C:14]([OH:16])=[O:15])=[CH:11][CH:12]=2)[C@H:7]([NH:19][C:20]([O:22][CH2:23][C:24]2[CH:29]=[CH:28][CH:27]=[CH:26][CH:25]=2)=[O:21])[C@@H:6]([CH3:30])[C@@H:5]1[CH3:31])(=[O:3])[CH3:2], predict the reactants needed to synthesize it. The reactants are: [C:1]([N:4]1[C:13]2[C:8](=[CH:9][C:10]([C:14]([O:16]CC)=[O:15])=[CH:11][CH:12]=2)[C@H:7]([NH:19][C:20]([O:22][CH2:23][C:24]2[CH:29]=[CH:28][CH:27]=[CH:26][CH:25]=2)=[O:21])[C@@H:6]([CH3:30])[C@@H:5]1[CH3:31])(=[O:3])[CH3:2].[OH-].[Li+].O.Cl. (5) Given the product [CH3:1][C:2]1[C:7]([O:8][C:9]2[N:14]=[CH:13][N:12]=[C:11]3[N:15]([CH:18]4[CH2:23][CH2:22][N:21]([C:32]([O:34][CH:35]([CH3:37])[CH3:36])=[O:33])[CH2:20][CH2:19]4)[N:16]=[CH:17][C:10]=23)=[CH:6][CH:5]=[CH:4][N:3]=1, predict the reactants needed to synthesize it. The reactants are: [CH3:1][C:2]1[C:7]([O:8][C:9]2[N:14]=[CH:13][N:12]=[C:11]3[N:15]([CH:18]4[CH2:23][CH2:22][NH:21][CH2:20][CH2:19]4)[N:16]=[CH:17][C:10]=23)=[CH:6][CH:5]=[CH:4][N:3]=1.C(N(CC)CC)C.Cl[C:32]([O:34][CH:35]([CH3:37])[CH3:36])=[O:33]. (6) Given the product [Cl:1][C:2]1[N:7]=[C:6]([N:25]2[CH2:30][CH2:29][O:28][CH2:27][CH2:26]2)[CH:5]=[C:4]([C:9]2[C:10]([CH3:15])=[N:11][O:12][C:13]=2[CH3:14])[N:3]=1, predict the reactants needed to synthesize it. The reactants are: [Cl:1][C:2]1[N:7]=[C:6](Cl)[CH:5]=[C:4]([C:9]2[C:10]([CH3:15])=[N:11][O:12][C:13]=2[CH3:14])[N:3]=1.CCN(C(C)C)C(C)C.[NH:25]1[CH2:30][CH2:29][O:28][CH2:27][CH2:26]1.